From a dataset of Full USPTO retrosynthesis dataset with 1.9M reactions from patents (1976-2016). Predict the reactants needed to synthesize the given product. (1) Given the product [O:24]1[CH2:25][CH2:26][CH2:27][CH2:28][CH:29]1[O:1][C:2]1[CH:7]=[CH:6][C:5]([C:8]([C:10]2[CH:15]=[CH:14][C:13]([O:16][CH:25]3[CH2:26][CH2:27][CH2:28][CH2:29][O:24]3)=[CH:12][CH:11]=2)([C:17]2[CH:18]=[CH:19][C:20]([O:23][CH:29]3[CH2:28][CH2:27][CH2:26][CH2:25][O:24]3)=[CH:21][CH:22]=2)[CH3:9])=[CH:4][CH:3]=1, predict the reactants needed to synthesize it. The reactants are: [OH:1][C:2]1[CH:7]=[CH:6][C:5]([C:8]([C:17]2[CH:22]=[CH:21][C:20]([OH:23])=[CH:19][CH:18]=2)([C:10]2[CH:15]=[CH:14][C:13]([OH:16])=[CH:12][CH:11]=2)[CH3:9])=[CH:4][CH:3]=1.[O:24]1[CH:29]=[CH:28][CH2:27][CH2:26][CH2:25]1. (2) Given the product [F:1][C:2]1[CH:7]=[C:6]2[C:5]([N:21]=[C:22]([CH3:23])[C:12]3[N:8]2[C:9]([C:14]2[CH:19]=[CH:18][N:17]=[CH:16][C:15]=2[CH3:20])=[N:10][C:11]=3[CH3:13])=[C:4]([O:25][CH3:26])[CH:3]=1, predict the reactants needed to synthesize it. The reactants are: [F:1][C:2]1[CH:7]=[C:6]([N:8]2[CH:12]=[C:11]([CH3:13])[N:10]=[C:9]2[C:14]2[CH:19]=[CH:18][N:17]=[CH:16][C:15]=2[CH3:20])[C:5]([NH:21][C:22](=O)[CH3:23])=[C:4]([O:25][CH3:26])[CH:3]=1.O=P12OP3(OP(OP(O3)(O1)=O)(=O)O2)=O.O=P(Cl)(Cl)Cl. (3) Given the product [Cl:19][C:17]1[N:16]=[CH:15][N:14]([C:6]2[CH:7]=[CH:8][C:9]([NH2:11])=[CH:10][C:5]=2[O:4][CH2:1][CH:2]=[CH2:3])[CH:18]=1, predict the reactants needed to synthesize it. The reactants are: [CH2:1]([O:4][C:5]1[CH:10]=[C:9]([N+:11]([O-])=O)[CH:8]=[CH:7][C:6]=1[N:14]1[CH:18]=[C:17]([Cl:19])[N:16]=[CH:15]1)[CH:2]=[CH2:3].CO.[Cl-].[NH4+]. (4) Given the product [CH3:44][C:14]1([CH3:13])[C:23]2[C:18](=[C:19]3[CH2:26][C:25]([CH3:28])([CH3:27])[O:24][C:20]3=[CH:21][CH:22]=2)[C:17]([C:29]2[CH:30]=[C:31]([C:35]3[CH:40]=[CH:39][C:38]([C:41]([NH2:4])=[O:43])=[CH:37][CH:36]=3)[CH:32]=[CH:33][CH:34]=2)=[N:16][CH2:15]1, predict the reactants needed to synthesize it. The reactants are: Cl.C([N:4]=C=NCCCN(C)C)C.[CH3:13][C:14]1([CH3:44])[C:23]2[C:18](=[C:19]3[CH2:26][C:25]([CH3:28])([CH3:27])[O:24][C:20]3=[CH:21][CH:22]=2)[C:17]([C:29]2[CH:30]=[C:31]([C:35]3[CH:40]=[CH:39][C:38]([C:41]([OH:43])=O)=[CH:37][CH:36]=3)[CH:32]=[CH:33][CH:34]=2)=[N:16][CH2:15]1.[NH4+].ON1C2C=CC=CC=2N=N1.C(N(CC)CC)C. (5) Given the product [CH3:1][CH:2]([CH2:7][C:8]([CH3:10])([CH3:9])[CH3:11])[CH2:3][C:4]([O:6][CH3:12])=[O:5], predict the reactants needed to synthesize it. The reactants are: [CH3:1][CH:2]([CH2:7][C:8]([CH3:11])([CH3:10])[CH3:9])[CH2:3][C:4]([OH:6])=[O:5].[CH3:12]O. (6) Given the product [Cl:7][C:8]1[CH:9]=[CH:10][C:11]2[N:12]([CH:5]=[C:3]([CH2:2][Cl:1])[N:14]=2)[CH:13]=1, predict the reactants needed to synthesize it. The reactants are: [Cl:1][CH2:2][C:3]([CH2:5]Cl)=O.[Cl:7][C:8]1[CH:9]=[CH:10][C:11]([NH2:14])=[N:12][CH:13]=1.